Dataset: Forward reaction prediction with 1.9M reactions from USPTO patents (1976-2016). Task: Predict the product of the given reaction. (1) Given the reactants [CH2:1]([N:6]1[C:10]([C:11]([NH:13][C:14]2[CH:18]=[C:17]([C:19]([NH:21][CH2:22][CH2:23][CH2:24][N:25]3[CH2:30][CH2:29][O:28][CH2:27][CH2:26]3)=[O:20])[N:16]([CH3:31])[CH:15]=2)=[O:12])=[CH:9][C:8]([NH:32][C:33]([C:35]2[N:36]([CH3:43])[CH:37]=[C:38]([N+:40]([O-])=O)[CH:39]=2)=[O:34])=[CH:7]1)[CH2:2][CH:3]([CH3:5])[CH3:4].[C:44](O)([C:46](F)(F)F)=[O:45], predict the reaction product. The product is: [C:44]([NH:40][C:38]1[CH:39]=[C:35]([C:33]([NH:32][C:8]2[CH:9]=[C:10]([C:11]([NH:13][C:14]3[CH:18]=[C:17]([C:19]([NH:21][CH2:22][CH2:23][CH2:24][N:25]4[CH2:30][CH2:29][O:28][CH2:27][CH2:26]4)=[O:20])[N:16]([CH3:31])[CH:15]=3)=[O:12])[N:6]([CH2:1][CH2:2][CH:3]([CH3:5])[CH3:4])[CH:7]=2)=[O:34])[N:36]([CH3:43])[CH:37]=1)(=[O:45])[CH3:46]. (2) Given the reactants [CH3:1][C:2]1[CH:3]=[C:4]([CH:7]=[CH:8][C:9]=1[S:10]([N:13]1[CH2:18][CH2:17][NH:16][C@@H:15]([CH3:19])[CH2:14]1)(=[O:12])=[O:11])[C:5]#[N:6].[F:20][C:21]1[CH:22]=[N:23][C:24]2[N:25]([N:27]=[CH:28][C:29]=2[C:30]([O-])=[O:31])[CH:26]=1.[Li+].C1C=CC2N(O)N=NC=2C=1.CCN(CC)CC.CN(C(ON1N=NC2C=CC=CC1=2)=[N+](C)C)C.F[P-](F)(F)(F)(F)F, predict the reaction product. The product is: [CH3:5][CH2:4][CH2:3][CH:2]([CH3:9])[CH3:1].[F:20][C:21]1[CH:22]=[N:23][C:24]2[N:25]([N:27]=[CH:28][C:29]=2[C:30]([N:16]2[CH2:17][CH2:18][N:13]([S:10]([C:9]3[CH:8]=[CH:7][C:4]([C:5]#[N:6])=[CH:3][C:2]=3[CH3:1])(=[O:12])=[O:11])[CH2:14][C@@H:15]2[CH3:19])=[O:31])[CH:26]=1. (3) Given the reactants [N:1]1([C:6]([O:8][CH2:9][C:10]2[CH:15]=[CH:14][CH:13]=[CH:12][CH:11]=2)=[O:7])CC=C[CH2:2]1.C[N+]1([O-])CC[O:20]CC1.[CH3:24][C:25]([CH3:27])=[O:26], predict the reaction product. The product is: [OH:26][C@H:25]1[C@@H:27]([OH:20])[CH2:2][N:1]([C:6]([O:8][CH2:9][C:10]2[CH:15]=[CH:14][CH:13]=[CH:12][CH:11]=2)=[O:7])[CH2:24]1. (4) Given the reactants [C:1]1([C:14]2[CH:19]=[CH:18][CH:17]=[CH:16][CH:15]=2)[CH:6]=[CH:5][C:4]([CH2:7][C@H:8]2[NH:12][C:11](=[O:13])[CH2:10][CH2:9]2)=[CH:3][CH:2]=1.C(N(CC)CC)C.[CH2:27]([Si:29]([CH2:33][CH3:34])([CH2:31][CH3:32])Cl)[CH3:28], predict the reaction product. The product is: [C:1]1([C:14]2[CH:15]=[CH:16][CH:17]=[CH:18][CH:19]=2)[CH:2]=[CH:3][C:4]([CH2:7][C@H:8]2[N:12]([Si:29]([CH2:33][CH3:34])([CH2:31][CH3:32])[CH2:27][CH3:28])[C:11](=[O:13])[CH2:10][CH2:9]2)=[CH:5][CH:6]=1. (5) Given the reactants [CH:1]1([NH:9][C:10]2[O:11][CH2:12][C:13]3[CH:19]=[C:18]([NH2:20])[CH:17]=[CH:16][C:14]=3[N:15]=2)[CH2:8][CH2:7][CH2:6][CH2:5][CH2:4][CH2:3][CH2:2]1.[CH3:21][N:22]1[CH2:27][CH2:26][N:25]([CH2:28][C:29](O)=[O:30])[CH2:24][CH2:23]1, predict the reaction product. The product is: [CH:1]1([NH:9][C:10]2[O:11][CH2:12][C:13]3[CH:19]=[C:18]([NH:20][C:29](=[O:30])[CH2:28][N:25]4[CH2:26][CH2:27][N:22]([CH3:21])[CH2:23][CH2:24]4)[CH:17]=[CH:16][C:14]=3[N:15]=2)[CH2:2][CH2:3][CH2:4][CH2:5][CH2:6][CH2:7][CH2:8]1. (6) Given the reactants [Cl:1][C:2]1[CH:7]=[C:6]([Cl:8])[CH:5]=[CH:4][C:3]=1[S:9]([NH:12][C:13]1[C:21]([O:22][C:23]2[CH:28]=[CH:27][C:26]([CH2:29][C:30]([OH:32])=[O:31])=[CH:25][C:24]=2[O:33][CH3:34])=[CH:20][CH:19]=[C:18]2[C:14]=1[CH:15]=[C:16]([CH3:35])[NH:17]2)(=[O:11])=[O:10].[Cl:36]N1C(=O)CCC1=O, predict the reaction product. The product is: [Cl:36][C:15]1[C:14]2[C:18](=[CH:19][CH:20]=[C:21]([O:22][C:23]3[CH:28]=[CH:27][C:26]([CH2:29][C:30]([OH:32])=[O:31])=[CH:25][C:24]=3[O:33][CH3:34])[C:13]=2[NH:12][S:9]([C:3]2[CH:4]=[CH:5][C:6]([Cl:8])=[CH:7][C:2]=2[Cl:1])(=[O:11])=[O:10])[NH:17][C:16]=1[CH3:35].